This data is from Forward reaction prediction with 1.9M reactions from USPTO patents (1976-2016). The task is: Predict the product of the given reaction. (1) Given the reactants Cl[C:2]1[CH:7]=[C:6]([C:8]([F:11])([F:10])[F:9])[N:5]=[C:4]([C:12]2[CH:17]=[N:16][CH:15]=[CH:14][N:13]=2)[N:3]=1.[CH2:18]([S:20]([C:23]1[CH:29]=[CH:28][C:27]([OH:30])=[CH:26][C:24]=1[NH2:25])(=[O:22])=[O:21])[CH3:19], predict the reaction product. The product is: [CH2:18]([S:20]([C:23]1[CH:29]=[CH:28][C:27]([OH:30])=[CH:26][C:24]=1[NH:25][C:2]1[CH:7]=[C:6]([C:8]([F:11])([F:10])[F:9])[N:5]=[C:4]([C:12]2[CH:17]=[N:16][CH:15]=[CH:14][N:13]=2)[N:3]=1)(=[O:22])=[O:21])[CH3:19]. (2) Given the reactants [H-].[Al+3].[Li+].[H-].[H-].[H-].[Br:7][C:8]1[CH:9]=[CH:10][C:11]([O:26][CH3:27])=[C:12]([C:14]2([C:24]#[N:25])[CH2:23][CH2:22][C:17]3([O:21][CH2:20][CH2:19][O:18]3)[CH2:16][CH2:15]2)[CH:13]=1.[OH-].[Na+], predict the reaction product. The product is: [Br:7][C:8]1[CH:9]=[CH:10][C:11]([O:26][CH3:27])=[C:12]([C:14]2([CH2:24][NH2:25])[CH2:15][CH2:16][C:17]3([O:18][CH2:19][CH2:20][O:21]3)[CH2:22][CH2:23]2)[CH:13]=1. (3) Given the reactants [F:1][C:2]1[CH:7]=[C:6]([CH:8]=[O:9])[CH:5]=[CH:4][C:3]=1[NH:10][S:11]([CH3:14])(=[O:13])=[O:12].[CH2:15]1COC[CH2:16]1, predict the reaction product. The product is: [F:1][C:2]1[CH:7]=[C:6]([CH:8]([OH:9])[CH2:15][CH3:16])[CH:5]=[CH:4][C:3]=1[NH:10][S:11]([CH3:14])(=[O:13])=[O:12].